From a dataset of Catalyst prediction with 721,799 reactions and 888 catalyst types from USPTO. Predict which catalyst facilitates the given reaction. Reactant: Br[C:2]1[CH:3]=[C:4]([O:9][CH2:10][C:11]2[CH:16]=[CH:15][CH:14]=[CH:13][C:12]=2[Cl:17])[C:5]([NH2:8])=[N:6][CH:7]=1.[C:18]([C:21]1[CH:26]=[CH:25][C:24](B(O)O)=[CH:23][CH:22]=1)([OH:20])=[O:19].C(=O)([O-])[O-].[K+].[K+].CN(C)C=O. Product: [NH2:8][C:5]1[N:6]=[CH:7][C:2]([C:24]2[CH:25]=[CH:26][C:21]([C:18]([OH:20])=[O:19])=[CH:22][CH:23]=2)=[CH:3][C:4]=1[O:9][CH2:10][C:11]1[CH:16]=[CH:15][CH:14]=[CH:13][C:12]=1[Cl:17]. The catalyst class is: 103.